The task is: Predict which catalyst facilitates the given reaction.. This data is from Catalyst prediction with 721,799 reactions and 888 catalyst types from USPTO. (1) Reactant: [CH:1]1[CH:6]=[CH:5][C:4]([CH2:7][O:8][C:9]([NH:11][CH2:12][C:13]([OH:15])=[O:14])=[O:10])=[CH:3][CH:2]=1.[CH3:16][O:17][CH:18]([O:21][CH3:22])[CH2:19]Br.C([O-])([O-])=O.[Cs+].[Cs+].O. Product: [CH3:16][O:17][CH:18]([O:21][CH3:22])[CH2:19][N:11]([C:9]([O:8][CH2:7][C:4]1[CH:5]=[CH:6][CH:1]=[CH:2][CH:3]=1)=[O:10])[CH2:12][C:13]([OH:15])=[O:14]. The catalyst class is: 3. (2) Reactant: OC(C(F)(F)F)=O.F[C:9]1[CH:21]=[CH:20][C:12]([CH2:13][N:14]2[CH2:19][CH2:18][CH2:17][CH2:16][CH2:15]2)=[CH:11][C:10]=1[N+:22]([O-:24])=[O:23].[CH:25]1([NH2:31])[CH2:30][CH2:29][CH2:28][CH2:27][CH2:26]1.C(N(CC)C(C)C)(C)C.CN(C)C=O. Product: [CH:25]1([NH:31][C:9]2[CH:21]=[CH:20][C:12]([CH2:13][N:14]3[CH2:19][CH2:18][CH2:17][CH2:16][CH2:15]3)=[CH:11][C:10]=2[N+:22]([O-:24])=[O:23])[CH2:30][CH2:29][CH2:28][CH2:27][CH2:26]1. The catalyst class is: 13.